Dataset: Catalyst prediction with 721,799 reactions and 888 catalyst types from USPTO. Task: Predict which catalyst facilitates the given reaction. (1) Product: [CH2:21]([O:20][CH2:19][C:13]1[N:14]([CH2:15][CH:16]([CH3:17])[CH3:18])[C:10]2[C:9]3[CH:8]=[CH:7][C:6]([O:23][CH2:24][C:25]4[CH:32]=[CH:31][CH:30]=[C:27]([CH3:28])[CH:26]=4)=[CH:5][C:4]=3[N:3]=[C:2]([NH2:1])[C:11]=2[N:12]=1)[CH3:22]. Reactant: [NH2:1][C:2]1[C:11]2[N:12]=[C:13]([CH2:19][O:20][CH2:21][CH3:22])[N:14]([CH2:15][CH:16]([CH3:18])[CH3:17])[C:10]=2[C:9]2[CH:8]=[CH:7][C:6]([OH:23])=[CH:5][C:4]=2[N:3]=1.[CH3:24][C:25]1[CH:26]=[C:27]([CH:30]=[CH:31][CH:32]=1)[CH2:28]Br.C(=O)([O-])[O-].[Cs+].[Cs+].CN1CCCC1=O. The catalyst class is: 3. (2) Reactant: Cl[C:2]1([CH3:12])[CH:11]2[CH:3]1[CH2:4][CH2:5][C:6]12[O:10][CH2:9][CH2:8][O:7]1.CC([O-])(C)C.[K+]. Product: [CH2:12]=[C:2]1[CH:11]2[CH:3]1[CH2:4][CH2:5][C:6]12[O:7][CH2:8][CH2:9][O:10]1. The catalyst class is: 16. (3) Reactant: [C:1]([O:4][CH2:5][C:6]1[O:10][N:9]=[C:8]([CH3:11])[CH:7]=1)(=[O:3])[CH3:2].[Br:12]N1C(=O)CCC1=O.OS(O)(=O)=O.C([O-])(O)=O.[Na+]. Product: [C:1]([O:4][CH2:5][C:6]1[O:10][N:9]=[C:8]([CH3:11])[C:7]=1[Br:12])(=[O:3])[CH3:2]. The catalyst class is: 52.